Dataset: Aqueous solubility values for 9,982 compounds from the AqSolDB database. Task: Regression/Classification. Given a drug SMILES string, predict its absorption, distribution, metabolism, or excretion properties. Task type varies by dataset: regression for continuous measurements (e.g., permeability, clearance, half-life) or binary classification for categorical outcomes (e.g., BBB penetration, CYP inhibition). For this dataset (solubility_aqsoldb), we predict Y. (1) The drug is CC(=O)Nc1ccc(S(=O)(=O)Nc2nc(C)cs2)cc1. The Y is -4.15 log mol/L. (2) The compound is O=C1OC(CO)C(O)C(O)C1O. The Y is 0.520 log mol/L. (3) The molecule is CCC(=O)N(c1ccccc1)C1(COC)CCN(CCc2cccs2)CC1. The Y is -3.71 log mol/L. (4) The drug is CCCCC(CC)CN(CC(CC)CCCC)CC(CC)CCCC. The Y is -8.25 log mol/L.